From a dataset of Full USPTO retrosynthesis dataset with 1.9M reactions from patents (1976-2016). Predict the reactants needed to synthesize the given product. (1) Given the product [CH3:41][O:42][C:43]([C:45]1[CH:50]=[CH:49][C:48]([C:4]2[CH:5]=[C:6]([Cl:32])[C:7]([CH2:8][C@@H:9]3[CH2:13][CH2:12][N:11]([C@H:14]4[CH2:15][CH2:16][C@H:17]([O:20][Si:21]([CH:22]([CH3:23])[CH3:24])([CH:25]([CH3:26])[CH3:27])[CH:28]([CH3:29])[CH3:30])[CH2:18][CH2:19]4)[C:10]3=[O:31])=[C:2]([Cl:1])[CH:3]=2)=[CH:47][CH:46]=1)=[O:44], predict the reactants needed to synthesize it. The reactants are: [Cl:1][C:2]1[CH:3]=[C:4](OS(C(F)(F)F)(=O)=O)[CH:5]=[C:6]([Cl:32])[C:7]=1[CH2:8][C@@H:9]1[CH2:13][CH2:12][N:11]([C@H:14]2[CH2:19][CH2:18][C@H:17]([O:20][Si:21]([CH:28]([CH3:30])[CH3:29])([CH:25]([CH3:27])[CH3:26])[CH:22]([CH3:24])[CH3:23])[CH2:16][CH2:15]2)[C:10]1=[O:31].[CH3:41][O:42][C:43]([C:45]1[CH:50]=[CH:49][C:48](B(O)O)=[CH:47][CH:46]=1)=[O:44].C([O-])([O-])=O.[K+].[K+]. (2) Given the product [C:8]([OH:10])(=[O:9])[CH3:5].[CH3:1][CH:2]1[CH2:7][NH:6][CH:5]([C:8]([O:10][CH3:11])=[O:9])[CH2:4][CH2:3]1, predict the reactants needed to synthesize it. The reactants are: [CH3:1][C:2]1[CH:3]=[CH:4][C:5]([C:8]([O:10][CH3:11])=[O:9])=[N:6][CH:7]=1. (3) Given the product [NH2:11][C:9]1[CH:8]=[N:7][N:6]([CH2:5][CH:4]([OH:14])[CH2:3][N:2]([CH3:1])[CH3:15])[CH:10]=1, predict the reactants needed to synthesize it. The reactants are: [CH3:1][N:2]([CH3:15])[CH2:3][CH:4]([OH:14])[CH2:5][N:6]1[CH:10]=[C:9]([N+:11]([O-])=O)[CH:8]=[N:7]1. (4) Given the product [NH:11]1[C:12]2[CH:17]=[CH:16][CH:15]=[CH:14][C:13]=2[N:9]=[C:10]1[CH:6]([NH:7][C:8]([NH:24][C@H:25]1[CH2:30][CH2:29][C@H:28]([OH:31])[CH2:27][CH2:26]1)=[O:18])[CH2:5][C:4]1[CH:19]=[CH:20][C:21]([O:22][CH3:23])=[C:2]([F:1])[CH:3]=1, predict the reactants needed to synthesize it. The reactants are: [F:1][C:2]1[CH:3]=[C:4]([CH:19]=[CH:20][C:21]=1[O:22][CH3:23])[CH2:5][CH:6]1[C:10]2=[N:11][C:12]3[CH:17]=[CH:16][CH:15]=[CH:14][C:13]=3[N:9]2[C:8](=[O:18])[NH:7]1.[NH2:24][C@H:25]1[CH2:30][CH2:29][C@H:28]([OH:31])[CH2:27][CH2:26]1.C(O)(C(F)(F)F)=O. (5) Given the product [CH3:2][C:3]1([CH3:9])[CH2:7][CH2:6][CH2:5][C@H:4]1[NH:8][C:16]1[C:17]2[CH:36]=[CH:35][NH:34][C:18]=2[N:19]=[C:20]([NH:22][C:23]2[CH:24]=[C:25]([NH:29][S:30]([CH3:33])(=[O:32])=[O:31])[CH:26]=[CH:27][CH:28]=2)[N:21]=1, predict the reactants needed to synthesize it. The reactants are: Cl.[CH3:2][C:3]1([CH3:9])[CH2:7][CH2:6][CH2:5][C@H:4]1[NH2:8].C1(N)CCC1.Cl[C:16]1[C:17]2[CH:36]=[CH:35][NH:34][C:18]=2[N:19]=[C:20]([NH:22][C:23]2[CH:24]=[C:25]([NH:29][S:30]([CH3:33])(=[O:32])=[O:31])[CH:26]=[CH:27][CH:28]=2)[N:21]=1.ClC1N=C(NC2C=C(NS(C)(=O)=O)C=CC=2)N=C2C=1N=CN2. (6) Given the product [C:1]([NH:5][S:6]([C:9]1[C:18]2[C:13](=[CH:14][CH:15]=[CH:16][CH:17]=2)[C:12]([C:19]2[N:20]=[C:21]([C:31]([O-:33])=[O:32])[O:22][C:23]=2[CH2:24][CH:25]2[CH2:30][CH2:29][CH2:28][CH2:27][CH2:26]2)=[CH:11][CH:10]=1)(=[O:7])=[O:8])([CH3:4])([CH3:2])[CH3:3].[K+:37], predict the reactants needed to synthesize it. The reactants are: [C:1]([NH:5][S:6]([C:9]1[C:18]2[C:13](=[CH:14][CH:15]=[CH:16][CH:17]=2)[C:12]([C:19]2[N:20]=[C:21]([C:31]([O:33]CC)=[O:32])[O:22][C:23]=2[CH2:24][CH:25]2[CH2:30][CH2:29][CH2:28][CH2:27][CH2:26]2)=[CH:11][CH:10]=1)(=[O:8])=[O:7])([CH3:4])([CH3:3])[CH3:2].[OH-].[K+:37]. (7) Given the product [BrH:1].[OH:11][C:8]1[CH:9]=[CH:10][C:5]([C:3]2[N:12]=[C:13]3[CH:18]=[CH:17][C:16]([I:19])=[CH:15][N:14]3[CH:2]=2)=[CH:6][CH:7]=1, predict the reactants needed to synthesize it. The reactants are: [Br:1][CH2:2][C:3]([C:5]1[CH:10]=[CH:9][C:8]([OH:11])=[CH:7][CH:6]=1)=O.[NH2:12][C:13]1[CH:18]=[CH:17][C:16]([I:19])=[CH:15][N:14]=1. (8) Given the product [I:2][C:3]1[CH:4]=[CH:5][C:6]([CH:9]([NH:14][C:16]2[CH:25]=[CH:24][C:19]([C:20]([O:22][CH3:23])=[O:21])=[CH:18][N:17]=2)[CH2:10][CH:11]([CH3:12])[CH3:13])=[CH:7][CH:8]=1, predict the reactants needed to synthesize it. The reactants are: Cl.[I:2][C:3]1[CH:8]=[CH:7][C:6]([CH:9]([NH2:14])[CH2:10][CH:11]([CH3:13])[CH3:12])=[CH:5][CH:4]=1.F[C:16]1[CH:25]=[CH:24][C:19]([C:20]([O:22][CH3:23])=[O:21])=[CH:18][N:17]=1.C(=O)([O-])[O-].[K+].[K+]. (9) The reactants are: [Br:1][C:2]1[CH:3]=[C:4]([N+:9]([O-:11])=[O:10])[C:5](O)=[N:6][CH:7]=1.P(Cl)([Cl:21])(OC1C=CC=CC=1)=O. Given the product [Br:1][C:2]1[CH:3]=[C:4]([N+:9]([O-:11])=[O:10])[C:5]([Cl:21])=[N:6][CH:7]=1, predict the reactants needed to synthesize it.